Dataset: Full USPTO retrosynthesis dataset with 1.9M reactions from patents (1976-2016). Task: Predict the reactants needed to synthesize the given product. (1) Given the product [ClH:18].[NH2:9][C@@H:4]([CH2:5][CH2:6][S:7][CH3:8])[C:3]([NH:2][OH:1])=[O:17].[ClH:18].[OH:1][NH:2][C:3]([CH:4]([NH2:9])[CH2:5][CH2:6][S:7][CH3:8])=[O:17], predict the reactants needed to synthesize it. The reactants are: [OH:1][NH:2][C:3](=[O:17])[C@@H:4]([NH:9]C(=O)OC(C)(C)C)[CH2:5][CH2:6][S:7][CH3:8].[ClH:18].O1CCOCC1. (2) Given the product [O:6]=[S:5]1(=[O:7])[CH2:4][C:3]2[C:2]([Cl:1])=[CH:12][CH:11]=[CH:10][C:9]=2[NH:8]1, predict the reactants needed to synthesize it. The reactants are: [Cl:1][C:2]1[CH:12]=[CH:11][CH:10]=[C:9](Cl)[C:3]=1[CH2:4][S:5]([NH2:8])(=[O:7])=[O:6].C(=O)([O-])[O-].[K+].[K+].